This data is from Forward reaction prediction with 1.9M reactions from USPTO patents (1976-2016). The task is: Predict the product of the given reaction. (1) Given the reactants C[O:2][C:3]([C:5]1[C:10]([N:11]([C:19]([O:21][C:22]([CH3:25])([CH3:24])[CH3:23])=[O:20])[C:12]([O:14][C:15]([CH3:18])([CH3:17])[CH3:16])=[O:13])=[N:9][C:8]([CH:26]([F:28])[F:27])=[CH:7][N:6]=1)=[O:4].[OH-].[Na+:30].[ClH:31].C1(C)C=CC=CC=1, predict the reaction product. The product is: [C:15]([O:14][C:12]([N:11]([C:19]([O:21][C:22]([CH3:25])([CH3:24])[CH3:23])=[O:20])[C:10]1[C:5]([C:3]([OH:4])=[O:2])=[N:6][CH:7]=[C:8]([CH:26]([F:28])[F:27])[N:9]=1)=[O:13])([CH3:18])([CH3:17])[CH3:16].[Cl-:31].[Na+:30]. (2) The product is: [F:27][C:23]1[CH:22]=[C:21]([NH:20][C:18]([C:15]2[N:13]3[N:14]=[C:9]([NH:8][C@H:5]4[CH2:6][CH2:7][C@H:2]([NH:1][CH2:54][C:55]([O:57][CH3:58])=[O:56])[CH2:3][CH2:4]4)[CH:10]=[C:11]([NH:28][C:29]4[CH:34]=[CH:33][CH:32]=[CH:31][N:30]=4)[C:12]3=[N:17][CH:16]=2)=[O:19])[CH:26]=[CH:25][N:24]=1. Given the reactants [NH2:1][C@H:2]1[CH2:7][CH2:6][C@H:5]([NH:8][C:9]2[CH:10]=[C:11]([N:28](CC3C=CC(OC)=CC=3)[C:29]3[CH:34]=[CH:33][CH:32]=[CH:31][N:30]=3)[C:12]3[N:13]([C:15]([C:18]([NH:20][C:21]4[CH:26]=[CH:25][N:24]=[C:23]([F:27])[CH:22]=4)=[O:19])=[CH:16][N:17]=3)[N:14]=2)[CH2:4][CH2:3]1.CCN(C(C)C)C(C)C.Br[CH2:54][C:55]([O:57][CH3:58])=[O:56].C(O)(C(F)(F)F)=O, predict the reaction product. (3) Given the reactants [CH3:1][O:2][C:3]1[N:4]=[C:5]2[C:10](=[CH:11][CH:12]=1)[NH:9][CH:8]=[CH:7][C:6]2=[O:13].N1C(C)=CC=CC=1C.[F:22][C:23]([F:36])([F:35])[S:24](O[S:24]([C:23]([F:36])([F:35])[F:22])(=[O:26])=[O:25])(=[O:26])=[O:25], predict the reaction product. The product is: [CH3:1][O:2][C:3]1[N:4]=[C:5]2[C:10](=[CH:11][CH:12]=1)[N:9]=[CH:8][CH:7]=[C:6]2[O:13][S:24]([C:23]([F:36])([F:35])[F:22])(=[O:26])=[O:25]. (4) The product is: [CH2:3]([C:5]1[C:14]([CH3:15])=[C:13]([O:16][C:33]([CH:35]2[CH2:37][CH2:36]2)=[O:32])[C:12]2[C:7](=[CH:8][C:9]([Cl:18])=[C:10]([F:17])[CH:11]=2)[N:6]=1)[CH3:4].[CH2:40]([C:42]1[C:51]([CH3:52])=[C:50]([O:53][C:54]([CH:56]2[CH2:58][CH2:57]2)=[O:55])[C:49]2[C:44](=[CH:45][CH:46]=[C:47]([F:60])[C:48]=2[Cl:18])[N:43]=1)[CH3:41]. Given the reactants [H-].[Na+].[CH2:3]([C:5]1[C:14]([CH3:15])=[C:13]([OH:16])[C:12]2[C:7](=[CH:8][C:9]([Cl:18])=[C:10]([F:17])[CH:11]=2)[N:6]=1)[CH3:4].C(C1C(C)=C([O:32][C:33]([CH:35]2[CH2:37][CH2:36]2)=O)C2C(=CC(F)=C(F)C=2)N=1)C.[CH2:40]([C:42]1[C:51]([CH3:52])=[C:50]([O:53][C:54]([CH:56]2[CH2:58][CH2:57]2)=[O:55])[C:49]2[C:44](=[CH:45][CH:46]=[C:47]([F:60])[C:48]=2F)[N:43]=1)[CH3:41], predict the reaction product. (5) Given the reactants [C:1]([C:3]1[CH:8]=[CH:7][C:6]([C:9](=O)[CH2:10][CH2:11][C:12]([N:14]2[CH2:19][CH2:18][CH:17]([N:20]3[CH2:29][C:28]4[C:23](=[CH:24][CH:25]=[CH:26][CH:27]=4)[NH:22][C:21]3=[O:30])[CH2:16][CH2:15]2)=[O:13])=[CH:5][CH:4]=1)#[N:2].Cl.C.[H][H], predict the reaction product. The product is: [NH2:2][CH2:1][C:3]1[CH:4]=[CH:5][C:6]([CH2:9][CH2:10][CH2:11][C:12]([N:14]2[CH2:19][CH2:18][CH:17]([N:20]3[CH2:29][C:28]4[C:23](=[CH:24][CH:25]=[CH:26][CH:27]=4)[NH:22][C:21]3=[O:30])[CH2:16][CH2:15]2)=[O:13])=[CH:7][CH:8]=1. (6) Given the reactants [CH3:1][O:2][C:3]1[CH:30]=[CH:29][C:6]([CH2:7][NH:8][C:9]([C:11]2([CH2:24][CH2:25][CH2:26][CH2:27]Br)[C:23]3[CH:22]=[CH:21][CH:20]=[CH:19][C:18]=3[C:17]3[C:12]2=[CH:13][CH:14]=[CH:15][CH:16]=3)=[O:10])=[CH:5][CH:4]=1.[N:31]1([C:37]2[CH:46]=[CH:45][C:44]3[C:39](=[CH:40][CH:41]=[CH:42][CH:43]=3)[N:38]=2)[CH2:36][CH2:35][NH:34][CH2:33][CH2:32]1, predict the reaction product. The product is: [CH3:1][O:2][C:3]1[CH:30]=[CH:29][C:6]([CH2:7][NH:8][C:9]([C:11]2([CH2:24][CH2:25][CH2:26][CH2:27][N:34]3[CH2:35][CH2:36][N:31]([C:37]4[CH:46]=[CH:45][C:44]5[C:39](=[CH:40][CH:41]=[CH:42][CH:43]=5)[N:38]=4)[CH2:32][CH2:33]3)[C:23]3[CH:22]=[CH:21][CH:20]=[CH:19][C:18]=3[C:17]3[C:12]2=[CH:13][CH:14]=[CH:15][CH:16]=3)=[O:10])=[CH:5][CH:4]=1.